This data is from hERG potassium channel inhibition data for cardiac toxicity prediction from Karim et al.. The task is: Regression/Classification. Given a drug SMILES string, predict its toxicity properties. Task type varies by dataset: regression for continuous values (e.g., LD50, hERG inhibition percentage) or binary classification for toxic/non-toxic outcomes (e.g., AMES mutagenicity, cardiotoxicity, hepatotoxicity). Dataset: herg_karim. The compound is COc1ccc(CCN2C(=O)N(NS(=O)(=O)Cc3ccccc3)C[C@@H]2c2ccc(OC)cc2)cc1. The result is 1 (blocker).